From a dataset of Forward reaction prediction with 1.9M reactions from USPTO patents (1976-2016). Predict the product of the given reaction. Given the reactants [Br:1][C:2]1[CH:10]=[C:9]([NH2:11])[CH:8]=[C:7]2[C:3]=1[CH:4]=[CH:5][NH:6]2.[CH3:12][S:13](Cl)(=[O:15])=[O:14], predict the reaction product. The product is: [Br:1][C:2]1[CH:10]=[C:9]([NH:11][S:13]([CH3:12])(=[O:15])=[O:14])[CH:8]=[C:7]2[C:3]=1[CH:4]=[CH:5][NH:6]2.